This data is from Full USPTO retrosynthesis dataset with 1.9M reactions from patents (1976-2016). The task is: Predict the reactants needed to synthesize the given product. (1) Given the product [CH3:21][O:20][C:14]1[C:13]2[CH:12]=[C:11]([C:8]3[N:6]4[N:7]=[C:2]([N:23]([CH3:22])[CH2:24][CH:25]([OH:27])[CH3:26])[CH:3]=[CH:4][C:5]4=[N:10][CH:9]=3)[O:19][C:18]=2[CH:17]=[CH:16][N:15]=1, predict the reactants needed to synthesize it. The reactants are: Cl[C:2]1[CH:3]=[CH:4][C:5]2[N:6]([C:8]([C:11]3[O:19][C:18]4[CH:17]=[CH:16][N:15]=[C:14]([O:20][CH3:21])[C:13]=4[CH:12]=3)=[CH:9][N:10]=2)[N:7]=1.[CH3:22][NH:23][CH2:24][CH:25]([OH:27])[CH3:26]. (2) Given the product [F:5][C:4]([F:7])([F:6])[CH:3]([OH:1])[CH2:2][N:35]1[CH2:34][CH2:33][CH:32]([N:30]2[CH:31]=[C:27]([C:24]3[CH:25]=[N:26][C:21]([C:17]4[CH:18]=[CH:19][CH:20]=[C:15]([C:13]5[CH:12]=[N:11][N:10]([CH3:9])[CH:14]=5)[CH:16]=4)=[N:22][CH:23]=3)[CH:28]=[N:29]2)[CH2:37][CH2:36]1, predict the reactants needed to synthesize it. The reactants are: [O:1]1[CH:3]([C:4]([F:7])([F:6])[F:5])[CH2:2]1.Cl.[CH3:9][N:10]1[CH:14]=[C:13]([C:15]2[CH:16]=[C:17]([C:21]3[N:26]=[CH:25][C:24]([C:27]4[CH:28]=[N:29][N:30]([CH:32]5[CH2:37][CH2:36][NH:35][CH2:34][CH2:33]5)[CH:31]=4)=[CH:23][N:22]=3)[CH:18]=[CH:19][CH:20]=2)[CH:12]=[N:11]1.CCN(C(C)C)C(C)C. (3) The reactants are: [NH2:1][C:2]1[N:3]=[CH:4][C:5]2[CH2:11][N:10]([C:12]3[CH:20]=[CH:19][C:15]([C:16]([OH:18])=O)=[CH:14][CH:13]=3)[CH2:9][CH2:8][C:6]=2[N:7]=1.C(N(CC)C(C)C)(C)C.CN(C(ON1N=NC2C=CC=CC1=2)=[N+](C)C)C.F[P-](F)(F)(F)(F)F.[F:54][C:55]([F:64])([F:63])[C:56]1[CH:57]=[C:58]([CH:60]=[CH:61][CH:62]=1)[NH2:59]. Given the product [NH2:1][C:2]1[N:3]=[CH:4][C:5]2[CH2:11][N:10]([C:12]3[CH:20]=[CH:19][C:15]([C:16]([NH:59][C:58]4[CH:60]=[CH:61][CH:62]=[C:56]([C:55]([F:54])([F:63])[F:64])[CH:57]=4)=[O:18])=[CH:14][CH:13]=3)[CH2:9][CH2:8][C:6]=2[N:7]=1, predict the reactants needed to synthesize it. (4) Given the product [F:1][C:2]1[C:7]([C:8]([C:9]2[CH:10]=[C:11]3[C:16](=[CH:17][CH:18]=2)[N:15]=[CH:14][CH:13]=[N:12]3)=[O:19])=[C:6]([F:20])[CH:5]=[CH:4][C:3]=1[NH:21][C:22](=[O:27])[C:23]([CH3:25])([CH3:24])[CH3:26], predict the reactants needed to synthesize it. The reactants are: [F:1][C:2]1[C:7]([CH:8]([OH:19])[C:9]2[CH:10]=[C:11]3[C:16](=[CH:17][CH:18]=2)[N:15]=[CH:14][CH:13]=[N:12]3)=[C:6]([F:20])[CH:5]=[CH:4][C:3]=1[NH:21][C:22](=[O:27])[C:23]([CH3:26])([CH3:25])[CH3:24]. (5) Given the product [CH2:20]([N:22]1[CH:26]=[C:25]([C:2]2[CH:3]=[C:4]([CH:17]=[CH:18][CH:19]=2)[CH2:5][CH2:6][O:7][CH2:8][CH2:9][C:10]([O:12][C:13]([CH3:16])([CH3:15])[CH3:14])=[O:11])[CH:24]=[N:23]1)[CH3:21], predict the reactants needed to synthesize it. The reactants are: Br[C:2]1[CH:3]=[C:4]([CH:17]=[CH:18][CH:19]=1)[CH2:5][CH2:6][O:7][CH2:8][CH2:9][C:10]([O:12][C:13]([CH3:16])([CH3:15])[CH3:14])=[O:11].[CH2:20]([N:22]1[CH:26]=[C:25](B2OC(C)(C)C(C)(C)O2)[CH:24]=[N:23]1)[CH3:21]. (6) Given the product [Cl:23][C:24]1[C:33]2[C:28](=[CH:29][CH:30]=[C:31]([S:34]([NH:2][C@H:3]3[CH2:8][CH2:7][CH2:6][CH2:5][C@H:4]3[C:9]([O:11][C:12]([CH3:15])([CH3:14])[CH3:13])=[O:10])(=[O:36])=[O:35])[CH:32]=2)[C:27]([Cl:38])=[CH:26][N:25]=1, predict the reactants needed to synthesize it. The reactants are: Cl.[NH2:2][C@H:3]1[CH2:8][CH2:7][CH2:6][CH2:5][C@H:4]1[C:9]([O:11][C:12]([CH3:15])([CH3:14])[CH3:13])=[O:10].CCN(CC)CC.[Cl:23][C:24]1[C:33]2[C:28](=[CH:29][CH:30]=[C:31]([S:34](Cl)(=[O:36])=[O:35])[CH:32]=2)[C:27]([Cl:38])=[CH:26][N:25]=1. (7) The reactants are: CS([Cl:5])(=O)=O.O[CH2:7][CH2:8][CH2:9][C:10]1[N:11]=[N+:12]([O-:20])[C:13]2[CH:19]=[CH:18][CH:17]=[CH:16][C:14]=2[N:15]=1.CCN(CC)CC.[NH:28]1[CH2:33][CH2:32][O:31][CH2:30][CH2:29]1. Given the product [ClH:5].[N:28]1([CH2:7][CH2:8][CH2:9][C:10]2[N:11]=[N+:12]([O-:20])[C:13]3[CH:19]=[CH:18][CH:17]=[CH:16][C:14]=3[N:15]=2)[CH2:33][CH2:32][O:31][CH2:30][CH2:29]1, predict the reactants needed to synthesize it. (8) Given the product [Br:10][C:5]1[S:1][C:2]([CH2:6][C:7]([OH:9])=[O:8])=[CH:3][CH:4]=1, predict the reactants needed to synthesize it. The reactants are: [S:1]1[CH:5]=[CH:4][CH:3]=[C:2]1[CH2:6][C:7]([OH:9])=[O:8].[Br:10]Br.C(=O)([O-])[O-].[Na+].[Na+].